This data is from Full USPTO retrosynthesis dataset with 1.9M reactions from patents (1976-2016). The task is: Predict the reactants needed to synthesize the given product. (1) Given the product [Cl:1][C:2]1[C:3]([C:9]#[N:10])=[N:4][CH:5]=[CH:6][CH:7]=1, predict the reactants needed to synthesize it. The reactants are: [Cl:1][C:2]1[CH:3]=[N+:4]([O-])[CH:5]=[CH:6][CH:7]=1.[CH3:9][N:10](C)C(Cl)=O.C[Si](C#N)(C)C. (2) Given the product [Cl:36][C:13]1[C:14]2[CH2:20][N:19]([C:21]3[CH:26]=[C:25]([CH:27]([CH3:29])[CH3:28])[CH:24]=[CH:23][C:22]=3[CH3:30])[CH2:18][CH2:17][C:15]=2[N:16]=[C:11]([C:9]2[C:8]([CH3:32])=[CH:7][CH:6]=[C:5]3[C:10]=2[C:2]([CH3:1])=[N:3][NH:4]3)[N:12]=1.[Cl:38][C:13]1[C:14]2[CH2:20][N:19]([C:21]3[CH:26]=[C:25]([CH:27]([CH3:28])[CH3:29])[CH:24]=[CH:23][C:22]=3[CH3:30])[CH2:18][CH2:17][C:15]=2[N:16]=[C:11]([C:9]2[C:8]([CH3:32])=[CH:7][CH:6]=[C:5]3[C:10]=2[C:2]([CH3:1])=[N:3][N:4]3[CH:33]=[O:39])[N:12]=1, predict the reactants needed to synthesize it. The reactants are: [CH3:1][C:2]1[C:10]2[C:5](=[CH:6][CH:7]=[C:8]([CH3:32])[C:9]=2[C:11]2[N:12]=[C:13](O)[C:14]3[CH2:20][N:19]([C:21]4[CH:26]=[C:25]([CH:27]([CH3:29])[CH3:28])[CH:24]=[CH:23][C:22]=4[CH3:30])[CH2:18][CH2:17][C:15]=3[N:16]=2)[NH:4][N:3]=1.[CH3:33][N+](C)=C[Cl:36].[Cl-:38].[OH2:39]. (3) Given the product [F:19][C:16]1[CH:17]=[CH:18][C:13]([O:12][CH2:11][C:9]2[N:10]=[C:5]3[N:4]=[CH:3][C:2]([C:24]4[CH:25]=[N:26][C:21]([CH3:20])=[CH:22][CH:23]=4)=[CH:7][N:6]3[CH:8]=2)=[CH:14][CH:15]=1, predict the reactants needed to synthesize it. The reactants are: Br[C:2]1[CH:3]=[N:4][C:5]2[N:6]([CH:8]=[C:9]([CH2:11][O:12][C:13]3[CH:18]=[CH:17][C:16]([F:19])=[CH:15][CH:14]=3)[N:10]=2)[CH:7]=1.[CH3:20][C:21]1[N:26]=[CH:25][C:24](B(O)O)=[CH:23][CH:22]=1. (4) Given the product [Cl:20][CH2:21][CH2:22][CH2:23][CH2:24][CH:25]([C:26]1[NH:37][N:36]=[C:16]([NH:15][C:5]2[CH:6]=[CH:7][C:8]([N:9]3[C:13]([CH3:14])=[N:12][CH:11]=[N:10]3)=[C:3]([F:2])[CH:4]=2)[N:17]=1)[C:29]1[CH:30]=[CH:31][C:32]([F:35])=[CH:33][CH:34]=1, predict the reactants needed to synthesize it. The reactants are: I.[F:2][C:3]1[CH:4]=[C:5]([NH:15][C:16](SC)=[NH:17])[CH:6]=[CH:7][C:8]=1[N:9]1[C:13]([CH3:14])=[N:12][CH:11]=[N:10]1.[Cl:20][CH2:21][CH2:22][CH2:23][CH2:24][CH:25]([C:29]1[CH:34]=[CH:33][C:32]([F:35])=[CH:31][CH:30]=1)[C:26](O)=O.[NH2:36][NH2:37]. (5) Given the product [NH:12]1[C:20]2[C:15](=[CH:16][CH:17]=[CH:18][CH:19]=2)[C:14]([C:21]2[C:22](=[O:23])[NH:24][C:27](=[O:26])[C:28]=2[C:30]2[CH:31]=[CH:32][CH:33]=[C:34]3[C:38]=2[N:37]([CH2:39][O:40][CH2:41][CH2:42][Si:43]([CH3:46])([CH3:45])[CH3:44])[CH:36]=[CH:35]3)=[CH:13]1, predict the reactants needed to synthesize it. The reactants are: CC([O-])(C)C.[K+].C1COCC1.[NH:12]1[C:20]2[C:15](=[CH:16][CH:17]=[CH:18][CH:19]=2)[C:14]([CH2:21][C:22]([NH2:24])=[O:23])=[CH:13]1.C[O:26][C:27](=O)[C:28]([C:30]1[CH:31]=[CH:32][CH:33]=[C:34]2[C:38]=1[N:37]([CH2:39][O:40][CH2:41][CH2:42][Si:43]([CH3:46])([CH3:45])[CH3:44])[CH:36]=[CH:35]2)=O. (6) Given the product [F:12][C:13]1[CH:14]=[C:15]([CH:16]=[CH:17][C:18]=1[N+:19]([O-:21])=[O:20])[O:22][C:2]1[CH:7]=[CH:6][N:5]=[C:4]([C:8]([O:10][CH3:11])=[O:9])[CH:3]=1, predict the reactants needed to synthesize it. The reactants are: Cl[C:2]1[CH:7]=[CH:6][N:5]=[C:4]([C:8]([O:10][CH3:11])=[O:9])[CH:3]=1.[F:12][C:13]1[CH:14]=[C:15]([OH:22])[CH:16]=[CH:17][C:18]=1[N+:19]([O-:21])=[O:20].ClC1C=CC=CC=1.CCCCCC. (7) Given the product [Cl:41][C:42]1[CH:47]=[CH:46][C:45]([NH:48][C:49]([CH:37]([N:22]([CH2:23][C:24]2[CH:29]=[CH:28][C:27]([S:30][CH3:31])=[CH:26][C:25]=2[CH2:32][OH:33])[C:11](=[O:13])[C@H:10]([NH:14][C:15](=[O:16])[O:17][C:18]([CH3:20])([CH3:21])[CH3:19])[CH:2]2[CH2:1][C:9]3[C:4](=[CH:5][CH:6]=[CH:7][CH:8]=3)[CH2:3]2)[CH:36]([CH2:39][CH3:40])[CH2:34][CH3:35])=[O:51])=[CH:44][CH:43]=1, predict the reactants needed to synthesize it. The reactants are: [CH2:1]1[C:9]2[C:4](=[CH:5][CH:6]=[CH:7][CH:8]=2)[CH2:3][CH:2]1[C@@H:10]([NH:14][C:15]([O:17][C:18]([CH3:21])([CH3:20])[CH3:19])=[O:16])[C:11]([OH:13])=O.[NH2:22][CH2:23][C:24]1[CH:29]=[CH:28][C:27]([S:30][CH3:31])=[CH:26][C:25]=1[CH2:32][OH:33].[CH2:34]([CH:36]([CH2:39][CH3:40])[CH:37]=O)[CH3:35].[Cl:41][C:42]1[CH:47]=[CH:46][C:45]([N+:48]#[C-:49])=[CH:44][CH:43]=1.C[OH:51].